This data is from Catalyst prediction with 721,799 reactions and 888 catalyst types from USPTO. The task is: Predict which catalyst facilitates the given reaction. Reactant: [CH3:1][C:2]([N:6]1[Si:10]([CH3:12])([CH3:11])[CH2:9][CH2:8][Si:7]1([CH3:14])[CH3:13])([CH3:5])[C:3]#[CH:4].C([Li])CCC.[CH:20](=[O:22])[CH3:21].O. Product: [OH:22][CH:20]([C:4]#[C:3][C:2]([N:6]1[Si:7]([CH3:14])([CH3:13])[CH2:8][CH2:9][Si:10]1([CH3:11])[CH3:12])([CH3:1])[CH3:5])[CH3:21]. The catalyst class is: 7.